From a dataset of Forward reaction prediction with 1.9M reactions from USPTO patents (1976-2016). Predict the product of the given reaction. (1) Given the reactants [Br:1][C:2]1[CH:3]=[CH:4][C:5]2[CH2:11][CH2:10][CH2:9][C:8]([CH2:12]O)=[CH:7][C:6]=2[CH:14]=1.CCN(C(C)C)C(C)C.CS([Cl:28])(=O)=O.C(OCC)C, predict the reaction product. The product is: [Br:1][C:2]1[CH:3]=[CH:4][C:5]2[CH2:11][CH2:10][CH2:9][C:8]([CH2:12][Cl:28])=[CH:7][C:6]=2[CH:14]=1. (2) Given the reactants [C:1]([O:5][C:6](=[O:22])[NH:7][CH2:8][CH2:9][CH:10]([O:12][C:13]1[C:18]([N+:19]([O-])=O)=[CH:17][CH:16]=[CH:15][N:14]=1)[CH3:11])([CH3:4])([CH3:3])[CH3:2], predict the reaction product. The product is: [C:1]([O:5][C:6](=[O:22])[NH:7][CH2:8][CH2:9][CH:10]([O:12][C:13]1[C:18]([NH2:19])=[CH:17][CH:16]=[CH:15][N:14]=1)[CH3:11])([CH3:2])([CH3:3])[CH3:4].